Dataset: Full USPTO retrosynthesis dataset with 1.9M reactions from patents (1976-2016). Task: Predict the reactants needed to synthesize the given product. (1) Given the product [F:1][C:2]1[CH:20]=[CH:19][C:5]([CH2:6][NH:7][C:8]([C:10]2[N:15]=[CH:14][N:13]=[C:12]([C:16]([NH:44][CH2:45][C:46]3[CH:60]=[CH:59][C:49]([O:50][CH2:51][C:52]([O:54][C:55]([CH3:56])([CH3:58])[CH3:57])=[O:53])=[CH:48][CH:47]=3)=[O:18])[CH:11]=2)=[O:9])=[CH:4][C:3]=1[CH3:21], predict the reactants needed to synthesize it. The reactants are: [F:1][C:2]1[CH:20]=[CH:19][C:5]([CH2:6][NH:7][C:8]([C:10]2[N:15]=[CH:14][N:13]=[C:12]([C:16]([OH:18])=O)[CH:11]=2)=[O:9])=[CH:4][C:3]=1[CH3:21].[B-](F)(F)(F)F.CCOC(C(C#N)=NOC(N(C)C)=[N+](C)C)=O.[NH2:44][CH2:45][C:46]1[CH:60]=[CH:59][C:49]([O:50][CH2:51][C:52]([O:54][C:55]([CH3:58])([CH3:57])[CH3:56])=[O:53])=[CH:48][CH:47]=1.C(N1CCOCC1)C. (2) Given the product [ClH:65].[ClH:65].[CH2:15]([N:17]1[C:23](=[O:24])[C:22]([CH3:26])([CH3:25])[C:21](=[O:27])[N:20]([CH3:28])[C:19]2[CH:29]=[C:30]([CH2:33][CH2:34][CH2:35][CH2:36][N:37]([CH2:12][CH2:11][N:6]3[CH:7]=[CH:8][C:9]4[O:10][C:2]([CH3:1])=[CH:3][C:4]=4[C:5]3=[O:14])[CH2:38][C:39]3[CH:40]=[CH:41][N:42]=[CH:43][CH:44]=3)[CH:31]=[CH:32][C:18]1=2)[CH3:16], predict the reactants needed to synthesize it. The reactants are: [CH3:1][C:2]1[O:10][C:9]2[CH:8]=[CH:7][N:6]([CH2:11][CH:12]=O)[C:5](=[O:14])[C:4]=2[CH:3]=1.[CH2:15]([N:17]1[C:23](=[O:24])[C:22]([CH3:26])([CH3:25])[C:21](=[O:27])[N:20]([CH3:28])[C:19]2[CH:29]=[C:30]([CH2:33][CH2:34][CH2:35][CH2:36][NH:37][CH2:38][C:39]3[CH:44]=[CH:43][N:42]=[CH:41][CH:40]=3)[CH:31]=[CH:32][C:18]1=2)[CH3:16].C(O[BH-](OC(=O)C)OC(=O)C)(=O)C.[Na+].C(OC(=O)C)C.[ClH:65]. (3) Given the product [CH3:10][O:9][C:7]1[CH:6]=[C:5]([N:11]2[CH2:16][CH2:15][N:14]([C:17]([C:19]3[C:23]([C:24]4[CH:29]=[CH:28][CH:27]=[CH:26][CH:25]=4)=[CH:22][N:21]([CH2:34][C:35]4[CH:36]=[N:37][CH:38]=[CH:39][CH:40]=4)[CH:20]=3)=[O:18])[CH2:13][CH2:12]2)[CH:4]=[C:3]([O:2][CH3:1])[CH:8]=1, predict the reactants needed to synthesize it. The reactants are: [CH3:1][O:2][C:3]1[CH:4]=[C:5]([N:11]2[CH2:16][CH2:15][N:14]([C:17]([C:19]3[C:23]([C:24]4[CH:29]=[CH:28][CH:27]=[CH:26][CH:25]=4)=[CH:22][NH:21][CH:20]=3)=[O:18])[CH2:13][CH2:12]2)[CH:6]=[C:7]([O:9][CH3:10])[CH:8]=1.[H-].[Na+].Cl.Br[CH2:34][C:35]1[CH:36]=[N:37][CH:38]=[CH:39][CH:40]=1.